Dataset: Full USPTO retrosynthesis dataset with 1.9M reactions from patents (1976-2016). Task: Predict the reactants needed to synthesize the given product. (1) Given the product [CH2:14]([O:16][CH2:17][CH2:18][NH:19][C:5](=[O:7])[C:4]1[CH:8]=[CH:9][C:10]([N+:11]([O-:13])=[O:12])=[C:2]([F:1])[CH:3]=1)[CH3:15], predict the reactants needed to synthesize it. The reactants are: [F:1][C:2]1[CH:3]=[C:4]([CH:8]=[CH:9][C:10]=1[N+:11]([O-:13])=[O:12])[C:5]([OH:7])=O.[CH2:14]([O:16][CH2:17][CH2:18][NH2:19])[CH3:15].C(N(CC)C(C)C)(C)C.Cl.CN(C)CCCN=C=NCC.O.ON1C2C=CC=CC=2N=N1. (2) Given the product [Cl:10][C:7]1[CH:8]=[CH:9][C:4]([CH2:1][CH:2]2[CH2:3][O:19]2)=[CH:5][CH:6]=1, predict the reactants needed to synthesize it. The reactants are: [CH2:1]([C:4]1[CH:9]=[CH:8][C:7]([Cl:10])=[CH:6][CH:5]=1)[CH:2]=[CH2:3].C1C=C(Cl)C=C(C(OO)=[O:19])C=1. (3) The reactants are: C1(P(C2C=CC=CC=2)C2C=CC=CC=2)C=CC=CC=1.O.[N:21]([CH2:24][C:25]1[CH:26]=[C:27]([CH2:31][C@@H:32]([NH:34][C:35]2[N:40]=[C:39]([N:41]([CH3:57])[C:42]3[N:47]4[N:48]=[CH:49][N:50]=[C:46]4[CH:45]=[C:44]([C:51]4[CH:56]=[CH:55][CH:54]=[CH:53][CH:52]=4)[N:43]=3)[CH:38]=[CH:37][N:36]=2)[CH3:33])[CH:28]=[CH:29][CH:30]=1)=[N+]=[N-]. Given the product [NH2:21][CH2:24][C:25]1[CH:26]=[C:27]([CH2:31][C@@H:32]([NH:34][C:35]2[N:40]=[C:39]([N:41]([CH3:57])[C:42]3[N:47]4[N:48]=[CH:49][N:50]=[C:46]4[CH:45]=[C:44]([C:51]4[CH:52]=[CH:53][CH:54]=[CH:55][CH:56]=4)[N:43]=3)[CH:38]=[CH:37][N:36]=2)[CH3:33])[CH:28]=[CH:29][CH:30]=1, predict the reactants needed to synthesize it. (4) Given the product [CH3:1][C:2]1[CH:3]=[CH:4][C:5]([S:8]([O:11][CH2:12][C@H:13]2[CH2:22][CH2:21][C:20]3[C:15](=[C:16]([C:24]4[CH:29]=[CH:28][C:27]([Cl:30])=[CH:26][C:25]=4[CH3:31])[C:17]([F:23])=[CH:18][CH:19]=3)[O:14]2)(=[O:10])=[O:9])=[CH:6][CH:7]=1, predict the reactants needed to synthesize it. The reactants are: [CH3:1][C:2]1[CH:7]=[CH:6][C:5]([S:8]([O:11][CH2:12][C@H:13]2[CH:22]=[CH:21][C:20]3[C:15](=[C:16]([C:24]4[CH:29]=[CH:28][C:27]([Cl:30])=[CH:26][C:25]=4[CH3:31])[C:17]([F:23])=[CH:18][CH:19]=3)[O:14]2)(=[O:10])=[O:9])=[CH:4][CH:3]=1. (5) Given the product [Br:1][C:2]1[CH:3]=[C:4]2[C:8](=[C:9]([C:11]([NH2:13])=[O:12])[CH:10]=1)[NH:7][CH:6]=[C:5]2[CH:14]1[CH2:19][CH2:18][N:17]([S:22]([CH2:20][CH3:21])(=[O:24])=[O:23])[CH2:16][CH2:15]1, predict the reactants needed to synthesize it. The reactants are: [Br:1][C:2]1[CH:3]=[C:4]2[C:8](=[C:9]([C:11]([NH2:13])=[O:12])[CH:10]=1)[NH:7][CH:6]=[C:5]2[CH:14]1[CH2:19][CH2:18][NH:17][CH2:16][CH2:15]1.[CH2:20]([S:22](Cl)(=[O:24])=[O:23])[CH3:21].C(N(CC)CC)C.